From a dataset of Full USPTO retrosynthesis dataset with 1.9M reactions from patents (1976-2016). Predict the reactants needed to synthesize the given product. (1) Given the product [Cl:34][C:31]1[CH:30]=[CH:29][C:28]([C:26]2[S:27][C:23]3[C:21](=[O:22])[N:20]([C:5]4[CH:6]=[CH:7][C:8]([O:9][Si:10]([CH:11]([CH3:12])[CH3:13])([CH:17]([CH3:19])[CH3:18])[CH:14]([CH3:15])[CH3:16])=[C:3]([O:2][CH3:1])[CH:4]=4)[CH:36]=[CH:35][C:24]=3[N:25]=2)=[CH:33][CH:32]=1, predict the reactants needed to synthesize it. The reactants are: [CH3:1][O:2][C:3]1[CH:4]=[C:5]([NH:20][C:21]([C:23]2[S:27][C:26]([C:28]3[CH:33]=[CH:32][C:31]([Cl:34])=[CH:30][CH:29]=3)=[N:25][C:24]=2[CH2:35][CH2:36]O)=[O:22])[CH:6]=[CH:7][C:8]=1[O:9][Si:10]([CH:17]([CH3:19])[CH3:18])([CH:14]([CH3:16])[CH3:15])[CH:11]([CH3:13])[CH3:12].CC(OI1(OC(C)=O)(OC(C)=O)OC(=O)C2C=CC=CC1=2)=O. (2) The reactants are: [C:1]([C:3]1[CH:8]=[CH:7][C:6]([C:9]2[N:13]3[CH:14]=[C:15]([C:18]4[CH:41]=[CH:40][C:21]([C:22]([N:24]5[CH2:29][CH2:28][C:27]([NH:32]C(=O)OC(C)(C)C)([CH2:30][CH3:31])[CH2:26][CH2:25]5)=[O:23])=[CH:20][CH:19]=4)[CH:16]=[CH:17][C:12]3=[N:11][CH:10]=2)=[CH:5][CH:4]=1)#[N:2].FC(F)(F)C(O)=O.C([O-])(O)=O.[Na+]. Given the product [NH2:32][C:27]1([CH2:30][CH3:31])[CH2:26][CH2:25][N:24]([C:22]([C:21]2[CH:40]=[CH:41][C:18]([C:15]3[CH:16]=[CH:17][C:12]4[N:13]([C:9]([C:6]5[CH:5]=[CH:4][C:3]([C:1]#[N:2])=[CH:8][CH:7]=5)=[CH:10][N:11]=4)[CH:14]=3)=[CH:19][CH:20]=2)=[O:23])[CH2:29][CH2:28]1, predict the reactants needed to synthesize it. (3) Given the product [Cl:38][C:37]1[C:32]([C:30]([O:29][CH3:28])=[O:31])=[N:33][C:34]([C:41]2[O:42][C:43]([Cl:16])=[CH:44][CH:45]=2)=[C:35]([Cl:40])[C:36]=1[Cl:39], predict the reactants needed to synthesize it. The reactants are: I(Cl)(=O)=O.I(Cl)(=O)=O.I(Cl)(=O)=O.I([Cl:16])(=O)=O.C([N+](C)(C)C)C1C=CC=CC=1.[CH3:28][O:29][C:30]([C:32]1[C:37]([Cl:38])=[C:36]([Cl:39])[C:35]([Cl:40])=[C:34]([C:41]2[O:42][CH:43]=[CH:44][CH:45]=2)[N:33]=1)=[O:31]. (4) Given the product [NH2:1][C:2]1[CH:18]=[CH:17][C:5]([O:6][C:7]2[CH:8]=[N:9][CH:10]=[C:11]([CH:16]=2)[C:12]([NH:14][CH3:15])=[O:13])=[CH:4][CH:3]=1, predict the reactants needed to synthesize it. The reactants are: [NH2:1][C:2]1[CH:18]=[CH:17][C:5]([O:6][C:7]2[CH:8]=[N:9][CH:10]=[C:11]([CH:16]=2)[C:12]([NH:14][CH3:15])=[O:13])=[CH:4][C:3]=1F.COC(=O)C1C=C(OC2C=CC(N)=C(F)C=2)C=NC=1. (5) Given the product [Br:33][C:16]1[CH:17]=[C:18]2[C:23](=[CH:24][C:15]=1[O:14][CH:11]1[CH2:12][CH2:13][N:8]([C:6]([O:5][C:1]([CH3:4])([CH3:3])[CH3:2])=[O:7])[CH2:9][CH2:10]1)[N:22]=[C:21]([NH:25][C:26]1[CH:31]=[CH:30][CH:29]=[C:28]([C:10]3[CH:9]=[N:8][CH:13]=[CH:12][CH:11]=3)[CH:27]=1)[N:20]=[CH:19]2, predict the reactants needed to synthesize it. The reactants are: [C:1]([O:5][C:6]([N:8]1[CH2:13][CH2:12][CH:11]([O:14][C:15]2[CH:24]=[C:23]3[C:18]([CH:19]=[N:20][C:21]([NH:25][C:26]4[CH:31]=[CH:30][CH:29]=[C:28](I)[CH:27]=4)=[N:22]3)=[CH:17][C:16]=2[Br:33])[CH2:10][CH2:9]1)=[O:7])([CH3:4])([CH3:3])[CH3:2].C(=O)([O-])[O-].[Na+].[Na+]. (6) Given the product [CH:1]([S:4]([C:7]1[CH:8]=[C:9]2[C:13](=[C:14]([O:16][CH2:17][CH2:18][C:19]3[CH:24]=[CH:23][CH:22]=[CH:21][N:20]=3)[CH:15]=1)[NH:12][N:11]=[C:10]2[N:25]1[C:29](=[O:30])[C:28]2[C:27](=[CH:35][CH:34]=[CH:33][CH:32]=2)[C:26]1=[O:36])(=[O:6])=[O:5])([CH3:3])[CH3:2], predict the reactants needed to synthesize it. The reactants are: [CH:1]([S:4]([C:7]1[CH:8]=[C:9]2[C:13](=[C:14]([O:16][CH2:17][CH2:18][C:19]3[CH:24]=[CH:23][CH:22]=[CH:21][N:20]=3)[CH:15]=1)[NH:12][N:11]=[C:10]2[NH2:25])(=[O:6])=[O:5])([CH3:3])[CH3:2].[C:26](O)(=[O:36])[C:27]1[C:28](=[CH:32][CH:33]=[CH:34][CH:35]=1)[C:29](O)=[O:30].N1(O)C2C=CC=CC=2N=N1.Cl.CN(C)CCCN=C=NCC.C(=O)([O-])O.[Na+]. (7) Given the product [CH3:1][O:2][C:3](=[O:22])[NH:4][C:5]1[S:6][C:7]2[C:13]([CH:14]3[CH2:19][CH2:18][CH2:17][CH2:16][O:15]3)=[CH:12][CH:11]=[C:10]([O:20][CH3:21])[C:8]=2[N:9]=1, predict the reactants needed to synthesize it. The reactants are: [CH3:1][O:2][C:3](=[O:22])[NH:4][C:5]1[S:6][C:7]2[C:13]([C:14]3[O:15][CH2:16][CH2:17][CH2:18][CH:19]=3)=[CH:12][CH:11]=[C:10]([O:20][CH3:21])[C:8]=2[N:9]=1. (8) Given the product [Cl:37][C:15]1[N:10]2[N:9]=[C:8]([C:4]3[CH:5]=[CH:6][CH:7]=[C:2]([Cl:1])[CH:3]=3)[C:24]([CH3:25])=[C:11]2[N:12]=[C:13]([CH3:23])[C:14]=1[CH2:17][C:18]([O:20][CH2:21][CH3:22])=[O:19], predict the reactants needed to synthesize it. The reactants are: [Cl:1][C:2]1[CH:3]=[C:4]([C:8]2[C:24]([CH3:25])=[C:11]3[N:12]=[C:13]([CH3:23])[C:14]([CH2:17][C:18]([O:20][CH2:21][CH3:22])=[O:19])=[C:15](O)[N:10]3[N:9]=2)[CH:5]=[CH:6][CH:7]=1.CN(C)C1C=CC=CC=1.O=P(Cl)(Cl)[Cl:37]. (9) Given the product [ClH:27].[ClH:1].[NH2:25][C:20]1[N:19]=[C:18]([NH:17][C:13]2[CH:12]=[C:11]([CH:16]=[CH:15][CH:14]=2)[C:10]([NH:9][C:6]2[CH:7]=[CH:8][C:3]([NH:2][C:28]3[C:37]4[C:32](=[CH:33][CH:34]=[C:35]([N+:38]([O-:40])=[O:39])[CH:36]=4)[N:31]=[CH:30][CH:29]=3)=[CH:4][CH:5]=2)=[O:26])[CH:23]=[C:22]([NH2:24])[N:21]=1, predict the reactants needed to synthesize it. The reactants are: [ClH:1].[NH2:2][C:3]1[CH:8]=[CH:7][C:6]([NH:9][C:10](=[O:26])[C:11]2[CH:16]=[CH:15][CH:14]=[C:13]([NH:17][C:18]3[CH:23]=[C:22]([NH2:24])[N:21]=[C:20]([NH2:25])[N:19]=3)[CH:12]=2)=[CH:5][CH:4]=1.[Cl:27][C:28]1[C:37]2[C:32](=[CH:33][CH:34]=[C:35]([N+:38]([O-:40])=[O:39])[CH:36]=2)[N:31]=[CH:30][CH:29]=1.Cl.CO.CCOC(C)=O. (10) Given the product [Cl:1][C:2]1[C:3]([F:26])=[C:4]([NH:9][C:10]2[C:19]3[C:14](=[CH:15][C:16]([O:23][CH2:24][CH3:25])=[C:17]([NH2:20])[CH:18]=3)[N:13]=[CH:12][N:11]=2)[CH:5]=[CH:6][C:7]=1[Cl:8], predict the reactants needed to synthesize it. The reactants are: [Cl:1][C:2]1[C:3]([F:26])=[C:4]([NH:9][C:10]2[C:19]3[C:14](=[CH:15][C:16]([O:23][CH2:24][CH3:25])=[C:17]([N+:20]([O-])=O)[CH:18]=3)[N:13]=[CH:12][N:11]=2)[CH:5]=[CH:6][C:7]=1[Cl:8].